Task: Predict the product of the given reaction.. Dataset: Forward reaction prediction with 1.9M reactions from USPTO patents (1976-2016) (1) The product is: [CH3:1][C:2]1[CH:7]=[CH:6][C:5]([CH3:8])=[CH:4][C:3]=1[NH:9][C:10]1[N:15]2[N:16]=[CH:17][C:18]([C:19]([O:21][CH2:22][CH3:23])=[O:20])=[C:14]2[N:13]=[CH:12][C:11]=1[C:24]([N:32]1[CH2:31][CH2:30][C:29]([F:28])([C:35]2[CH:40]=[CH:39][C:38]([F:41])=[CH:37][CH:36]=2)[CH2:34][CH2:33]1)=[O:26]. Given the reactants [CH3:1][C:2]1[CH:7]=[CH:6][C:5]([CH3:8])=[CH:4][C:3]=1[NH:9][C:10]1[N:15]2[N:16]=[CH:17][C:18]([C:19]([O:21][CH2:22][CH3:23])=[O:20])=[C:14]2[N:13]=[CH:12][C:11]=1[C:24]([OH:26])=O.Cl.[F:28][C:29]1([C:35]2[CH:40]=[CH:39][C:38]([F:41])=[CH:37][CH:36]=2)[CH2:34][CH2:33][NH:32][CH2:31][CH2:30]1, predict the reaction product. (2) Given the reactants [CH3:1][O:2][C:3]([C:5]1[N:6]([CH2:11][C:12]([O:14][C:15]([CH3:18])([CH3:17])[CH3:16])=[O:13])[N:7]=[C:8]([NH2:10])[CH:9]=1)=[O:4].C(N(CC)CC)C.[C:26]([O:30][C:31](O[C:31]([O:30][C:26]([CH3:29])([CH3:28])[CH3:27])=[O:32])=[O:32])([CH3:29])([CH3:28])[CH3:27], predict the reaction product. The product is: [CH3:1][O:2][C:3]([C:5]1[N:6]([CH2:11][C:12]([O:14][C:15]([CH3:18])([CH3:17])[CH3:16])=[O:13])[N:7]=[C:8]([NH:10][C:31]([O:30][C:26]([CH3:29])([CH3:28])[CH3:27])=[O:32])[CH:9]=1)=[O:4]. (3) Given the reactants C1CCN2C(=NCCC2)CC1.[N+:12]([C:15]1[CH:24]=[CH:23][C:18](/[CH:19]=[CH:20]/[CH:21]=[O:22])=[CH:17][CH:16]=1)([O-:14])=[O:13].[N:25]([C:27]1[CH:32]=[CH:31][CH:30]=[CH:29][CH:28]=1)=[O:26], predict the reaction product. The product is: [OH:26][N:25]([C:27]1[CH:32]=[CH:31][CH:30]=[CH:29][CH:28]=1)[C:21](=[O:22])/[CH:20]=[CH:19]/[C:18]1[CH:17]=[CH:16][C:15]([N+:12]([O-:14])=[O:13])=[CH:24][CH:23]=1.